This data is from Forward reaction prediction with 1.9M reactions from USPTO patents (1976-2016). The task is: Predict the product of the given reaction. (1) Given the reactants [Br:1]N1C(=O)CCC1=O.[NH2:9][C:10]1[C:19]2[C:14](=[CH:15][CH:16]=[CH:17][CH:18]=2)[CH:13]=[CH:12][N:11]=1, predict the reaction product. The product is: [Br:1][C:13]1[C:14]2[C:19](=[CH:18][CH:17]=[CH:16][CH:15]=2)[C:10]([NH2:9])=[N:11][CH:12]=1. (2) Given the reactants [N+:1]([C:4]1[CH:5]=[C:6]([CH:9]=[CH:10][CH:11]=1)[CH:7]=[O:8])([O-:3])=[O:2].[CH2:12](O)[CH2:13][OH:14].C1(C)C=CC(S(O)(=O)=O)=CC=1, predict the reaction product. The product is: [N+:1]([C:4]1[CH:5]=[C:6]([CH:7]2[O:14][CH2:13][CH2:12][O:8]2)[CH:9]=[CH:10][CH:11]=1)([O-:3])=[O:2]. (3) Given the reactants [F:1][C:2]1[C:3]([NH:25][C:26]2[CH:31]=[CH:30][C:29]([I:32])=[CH:28][C:27]=2[F:33])=[C:4]([C:9]([N:11]2[CH2:14][C:13]([CH2:16][NH:17][C:18](=[O:24])[O:19][C:20]([CH3:23])([CH3:22])[CH3:21])([OH:15])[CH2:12]2)=[O:10])[CH:5]=[CH:6][C:7]=1[F:8].[CH3:34]I, predict the reaction product. The product is: [F:1][C:2]1[C:3]([NH:25][C:26]2[CH:31]=[CH:30][C:29]([I:32])=[CH:28][C:27]=2[F:33])=[C:4]([C:9]([N:11]2[CH2:14][C:13]([CH2:16][NH:17][C:18](=[O:24])[O:19][C:20]([CH3:21])([CH3:23])[CH3:22])([O:15][CH3:34])[CH2:12]2)=[O:10])[CH:5]=[CH:6][C:7]=1[F:8]. (4) Given the reactants [OH:1][C:2]1[CH:7]=[CH:6][C:5]([C:8]2[C:12]([CH3:13])=[C:11]([C:14]3[CH:19]=[CH:18][C:17]([OH:20])=[CH:16][CH:15]=3)[S:10][C:9]=2[CH:21]=O)=[CH:4][CH:3]=1.Cl.[O:24]([NH2:26])[CH3:25], predict the reaction product. The product is: [CH3:25][O:24][N:26]=[CH:21][C:9]1[S:10][C:11]([C:14]2[CH:15]=[CH:16][C:17]([OH:20])=[CH:18][CH:19]=2)=[C:12]([CH3:13])[C:8]=1[C:5]1[CH:4]=[CH:3][C:2]([OH:1])=[CH:7][CH:6]=1.